This data is from Reaction yield outcomes from USPTO patents with 853,638 reactions. The task is: Predict the reaction yield, written as a fraction of the theoretical maximum amount of product (1.0 means a 100% yield; for example, 0.34 means a 34% yield). (1) The product is [ClH:27].[ClH:27].[F:26][C:2]([F:1])([C:22]([F:23])([F:24])[F:25])[C:3]([NH:5][CH2:6][CH2:7][CH2:8][CH2:9][N:10]1[CH2:20][C:19]2[N:21]3[C:12](=[CH:13][N:14]=[C:15]3[CH:16]=[CH:17][CH:18]=2)[CH2:11]1)=[O:4]. The catalyst is C(O)C. The yield is 0.769. The reactants are [F:1][C:2]([F:26])([C:22]([F:25])([F:24])[F:23])[C:3]([NH:5][CH2:6][CH2:7][CH2:8][CH2:9][N:10]1[CH2:20][C:19]2[N:21]3[C:12](=[CH:13][N:14]=[C:15]3[CH:16]=[CH:17][CH:18]=2)[CH2:11]1)=[O:4].[ClH:27]. (2) The yield is 0.945. The product is [ClH:36].[F:12][C:4]1[CH:5]=[C:6]([S:8]([CH3:11])(=[O:10])=[O:9])[CH:7]=[C:2]([F:1])[C:3]=1[NH:13][C@H:14]1[CH2:19][CH2:18][CH2:17][N:16]([CH:20]2[CH2:21][CH2:22][NH:23][CH2:24][CH2:25]2)[C:15]1=[O:33]. The reactants are [F:1][C:2]1[CH:7]=[C:6]([S:8]([CH3:11])(=[O:10])=[O:9])[CH:5]=[C:4]([F:12])[C:3]=1[NH:13][C@H:14]1[CH2:19][CH2:18][CH2:17][N:16]([CH:20]2[CH2:25][CH2:24][N:23](C(OC(C)(C)C)=O)[CH2:22][CH2:21]2)[C:15]1=[O:33].Cl.C(Cl)[Cl:36]. The catalyst is CO. (3) The reactants are Br[C:2]1[C:3]([N:21]([CH3:26])[S:22]([CH3:25])(=[O:24])=[O:23])=[CH:4][C:5]2[O:9][C:8]([C:10]3[O:11][C:12]([CH3:15])=[N:13][N:14]=3)=[C:7]([C:16]([NH:18][CH3:19])=[O:17])[C:6]=2[CH:20]=1.[F:27][C:28]1[C:29]2[CH:30]=[C:31]3[C:40]4[N:41]=[C:42]([Sn](C)(C)C)[CH:43]=[CH:44][C:39]=4[O:38][CH2:37][N:32]3[C:33]=2[CH:34]=[CH:35][CH:36]=1.[Li+].[Cl-]. The catalyst is CC(O)C. The product is [F:27][C:28]1[C:29]2[CH:30]=[C:31]3[C:40]4[N:41]=[C:42]([C:2]5[C:3]([N:21]([CH3:26])[S:22]([CH3:25])(=[O:24])=[O:23])=[CH:4][C:5]6[O:9][C:8]([C:10]7[O:11][C:12]([CH3:15])=[N:13][N:14]=7)=[C:7]([C:16]([NH:18][CH3:19])=[O:17])[C:6]=6[CH:20]=5)[CH:43]=[CH:44][C:39]=4[O:38][CH2:37][N:32]3[C:33]=2[CH:34]=[CH:35][CH:36]=1. The yield is 0.210. (4) The reactants are [CH2:1]([OH:6])[CH2:2][CH2:3][CH2:4][CH3:5].[C:7]1([CH3:17])[CH:12]=[CH:11][C:10]([S:13](Cl)(=[O:15])=[O:14])=[CH:9][CH:8]=1. The catalyst is C(Cl)Cl.N1C=CC=CC=1.CN(C)C1C=CN=CC=1. The product is [CH3:17][C:7]1[CH:12]=[CH:11][C:10]([S:13]([O:6][CH2:1][CH2:2][CH2:3][CH2:4][CH3:5])(=[O:15])=[O:14])=[CH:9][CH:8]=1. The yield is 0.630. (5) The reactants are [NH2:1][C:2]1[CH:7]=[CH:6][C:5]([C:8]2[CH:13]=[CH:12][C:11]([Cl:14])=[CH:10][CH:9]=2)=[CH:4][C:3]=1[C:15]#[N:16].[N-:17]=[N+:18]=[N-:19].[Na+].Cl.O. The catalyst is C1(C)C=CC=CC=1. The product is [Cl:14][C:11]1[CH:12]=[CH:13][C:8]([C:5]2[CH:6]=[CH:7][C:2]([NH2:1])=[C:3]([C:15]3[NH:19][N:18]=[N:17][N:16]=3)[CH:4]=2)=[CH:9][CH:10]=1. The yield is 0.770. (6) The reactants are COC1C=C(OC)C=CC=1C[N:6]([C:30]1[S:34][N:33]=[CH:32][N:31]=1)[S:7]([C:10]1[CH:15]=[C:14]([F:16])[C:13]([O:17][C@H:18]2[CH2:22][CH2:21][CH2:20][C@@H:19]2[C:23]2[N:27]([CH3:28])[N:26]=[CH:25][CH:24]=2)=[CH:12][C:11]=1[F:29])(=[O:9])=[O:8].C([SiH](CC)CC)C.FC(F)(F)C(O)=O. The catalyst is ClCCl. The product is [F:29][C:11]1[CH:12]=[C:13]([O:17][C@H:18]2[CH2:22][CH2:21][CH2:20][C@@H:19]2[C:23]2[N:27]([CH3:28])[N:26]=[CH:25][CH:24]=2)[C:14]([F:16])=[CH:15][C:10]=1[S:7]([NH:6][C:30]1[S:34][N:33]=[CH:32][N:31]=1)(=[O:8])=[O:9]. The yield is 0.830. (7) The catalyst is CN(C=O)C. The reactants are [NH2:1][C:2]1[CH:3]=[C:4]([CH:8]=[CH:9][C:10]=1[O:11][C:12]([F:15])([F:14])[F:13])[C:5]([OH:7])=O.[Cl:16][C:17]1[N:22]=[CH:21][C:20]([NH2:23])=[CH:19][CH:18]=1.C(N(C(C)C)CC)(C)C. The yield is 0.650. The product is [NH2:1][C:2]1[CH:3]=[C:4]([CH:8]=[CH:9][C:10]=1[O:11][C:12]([F:15])([F:14])[F:13])[C:5]([NH:23][C:20]1[CH:21]=[N:22][C:17]([Cl:16])=[CH:18][CH:19]=1)=[O:7]. (8) The reactants are [CH3:1][C:2](=[CH:14][C:15]1[CH:20]=[CH:19][CH:18]=[CH:17][CH:16]=1)[CH2:3][NH:4][CH2:5][CH2:6][CH2:7][N:8]1[CH2:12][CH2:11][CH2:10][CH:9]1[CH3:13].[CH3:21][O:22][C:23]1[CH:24]=[C:25]([CH:29]=[C:30]([O:34][CH3:35])[C:31]=1[O:32][CH3:33])[C:26](O)=[O:27].C(N(CC)CC)C.Cl. The catalyst is C(OCC)(=O)C.CCOCC. The product is [CH3:35][O:34][C:30]1[CH:29]=[C:25]([CH:24]=[C:23]([O:22][CH3:21])[C:31]=1[O:32][CH3:33])[C:26]([N:4]([CH2:3][C:2]([CH3:1])=[CH:14][C:15]1[CH:20]=[CH:19][CH:18]=[CH:17][CH:16]=1)[CH2:5][CH2:6][CH2:7][N:8]1[CH2:12][CH2:11][CH2:10][CH:9]1[CH3:13])=[O:27]. The yield is 0.150. (9) The reactants are [CH3:1][S:2]([C:5]1[CH:10]=[CH:9][C:8]([OH:11])=[C:7]([CH3:12])[CH:6]=1)(=[O:4])=[O:3].ClC1C=C(S(C)(=O)=O)C=CC=1O[CH2:17][C:18]1[C:23]([CH3:24])=[CH:22][C:21]([CH:25]2[CH2:30][CH2:29][N:28]([C:31]([O:33][C:34]([CH3:37])([CH3:36])[CH3:35])=[O:32])[CH2:27][CH2:26]2)=[CH:20][N:19]=1. No catalyst specified. The product is [CH3:1][S:2]([C:5]1[CH:10]=[CH:9][C:8]([O:11][CH2:17][C:18]2[C:23]([CH3:24])=[CH:22][C:21]([CH:25]3[CH2:30][CH2:29][N:28]([C:31]([O:33][C:34]([CH3:37])([CH3:36])[CH3:35])=[O:32])[CH2:27][CH2:26]3)=[CH:20][N:19]=2)=[C:7]([CH3:12])[CH:6]=1)(=[O:3])=[O:4]. The yield is 0.300.